Dataset: HIV replication inhibition screening data with 41,000+ compounds from the AIDS Antiviral Screen. Task: Binary Classification. Given a drug SMILES string, predict its activity (active/inactive) in a high-throughput screening assay against a specified biological target. (1) The drug is NNc1n[nH]c(=S)n1N. The result is 0 (inactive). (2) The molecule is Cc1ccc2nc3nc(C)c(C)nc3nc2c1. The result is 0 (inactive). (3) The molecule is CC(C)N(C(=O)c1ccc([N+](=O)[O-])cc1)C(C)C. The result is 0 (inactive).